Dataset: Reaction yield outcomes from USPTO patents with 853,638 reactions. Task: Predict the reaction yield, written as a fraction of the theoretical maximum amount of product (1.0 means a 100% yield; for example, 0.34 means a 34% yield). The reactants are Cl.Cl.[CH2:3]([N:5]1[CH2:10][CH2:9][CH2:8][CH:7]([CH2:11][C:12]2([OH:18])[CH2:17][CH2:16][NH:15][CH2:14][CH2:13]2)[CH2:6]1)[CH3:4].C(N(C(C)C)CC)(C)C.CN(C)C=O.[Cl:33][C:34]1[CH:35]=[C:36]([N:41]=[C:42]=[O:43])[CH:37]=[CH:38][C:39]=1[Cl:40]. The catalyst is ClCCl. The product is [Cl:33][C:34]1[CH:35]=[C:36]([NH:41][C:42]([N:15]2[CH2:14][CH2:13][C:12]([CH2:11][CH:7]3[CH2:8][CH2:9][CH2:10][N:5]([CH2:3][CH3:4])[CH2:6]3)([OH:18])[CH2:17][CH2:16]2)=[O:43])[CH:37]=[CH:38][C:39]=1[Cl:40]. The yield is 1.00.